From a dataset of TCR-epitope binding with 47,182 pairs between 192 epitopes and 23,139 TCRs. Binary Classification. Given a T-cell receptor sequence (or CDR3 region) and an epitope sequence, predict whether binding occurs between them. (1) Result: 1 (the TCR binds to the epitope). The TCR CDR3 sequence is CASSPPFEREDNEQFF. The epitope is KLGGALQAK. (2) The epitope is TSDLATNNLVVMAY. The TCR CDR3 sequence is CAISESTAGNNEQFF. Result: 0 (the TCR does not bind to the epitope). (3) The epitope is AVFDRKSDAK. The TCR CDR3 sequence is CAISDGQGVWTDTQYF. Result: 1 (the TCR binds to the epitope). (4) The epitope is DRFYKTLRAEQASQEV. The TCR CDR3 sequence is CASSFHEREMNNEQFF. Result: 0 (the TCR does not bind to the epitope). (5) The epitope is AMFWSVPTV. The TCR CDR3 sequence is CASSVDGAYNEQFF. Result: 1 (the TCR binds to the epitope). (6) The epitope is SEVGPEHSLAEY. The TCR CDR3 sequence is CASSQEGGAAPYEQYF. Result: 1 (the TCR binds to the epitope). (7) The epitope is AYAQKIFKI. The TCR CDR3 sequence is CASSQGETTGELFF. Result: 0 (the TCR does not bind to the epitope).